Dataset: Forward reaction prediction with 1.9M reactions from USPTO patents (1976-2016). Task: Predict the product of the given reaction. (1) The product is: [C:25]([O:18][C@@H:14]([CH2:13][CH2:12][NH:11][C:9]([O:8][CH2:1][C:2]1[CH:3]=[CH:4][CH:5]=[CH:6][CH:7]=1)=[O:10])[C:15]([OH:17])=[O:16])(=[O:32])[C:26]1[CH:31]=[CH:30][CH:29]=[CH:28][CH:27]=1. Given the reactants [CH2:1]([O:8][C:9]([NH:11][CH2:12][CH2:13][C@H:14]([OH:18])[C:15]([OH:17])=[O:16])=[O:10])[C:2]1[CH:7]=[CH:6][CH:5]=[CH:4][CH:3]=1.N1C=CC=CC=1.[C:25](Cl)(=[O:32])[C:26]1[CH:31]=[CH:30][CH:29]=[CH:28][CH:27]=1, predict the reaction product. (2) Given the reactants [H-].[Na+].Br[CH:4]([CH3:24])[CH2:5][CH2:6][C:7]([NH:9][N:10]=[C:11]([C:18]1[CH:23]=[CH:22][CH:21]=[CH:20][CH:19]=1)[C:12]1[CH:17]=[CH:16][CH:15]=[CH:14][CH:13]=1)=[O:8].C(OCC)(=O)C, predict the reaction product. The product is: [C:12]1([C:11](=[N:10][N:9]2[CH:4]([CH3:24])[CH2:5][CH2:6][C:7]2=[O:8])[C:18]2[CH:23]=[CH:22][CH:21]=[CH:20][CH:19]=2)[CH:17]=[CH:16][CH:15]=[CH:14][CH:13]=1. (3) Given the reactants CON(C)[C:4]([C:6]1[C:11](=[O:12])[C:10]([O:13][CH3:14])=[CH:9][N:8]([C:15]2[CH:16]=[N:17][CH:18]=[CH:19][CH:20]=2)[N:7]=1)=[O:5].[CH3:22][Mg+].[Br-], predict the reaction product. The product is: [C:4]([C:6]1[C:11](=[O:12])[C:10]([O:13][CH3:14])=[CH:9][N:8]([C:15]2[CH:16]=[N:17][CH:18]=[CH:19][CH:20]=2)[N:7]=1)(=[O:5])[CH3:22].